This data is from Full USPTO retrosynthesis dataset with 1.9M reactions from patents (1976-2016). The task is: Predict the reactants needed to synthesize the given product. (1) Given the product [CH:16]1([N:7]2[CH2:8][C:9]([F:15])([F:14])[C:10](=[O:13])[N:11]([CH3:12])[C:5]3[CH:4]=[N:3][C:2]([NH:33][C:32]4[CH:31]=[CH:30][C:26]([C:27]([OH:29])=[O:28])=[CH:25][C:24]=4[O:23][CH3:22])=[N:21][C:6]2=3)[CH2:20][CH2:19][CH2:18][CH2:17]1, predict the reactants needed to synthesize it. The reactants are: Cl[C:2]1[N:3]=[CH:4][C:5]2[N:11]([CH3:12])[C:10](=[O:13])[C:9]([F:15])([F:14])[CH2:8][N:7]([CH:16]3[CH2:20][CH2:19][CH2:18][CH2:17]3)[C:6]=2[N:21]=1.[CH3:22][O:23][C:24]1[CH:25]=[C:26]([CH:30]=[CH:31][C:32]=1[NH2:33])[C:27]([OH:29])=[O:28]. (2) Given the product [Si:1]([O:8][C:9]1[CH:10]=[C:11]([C:15]2([CH2:28][CH2:29][CH2:30][NH:31][C:32](=[O:38])[O:33][C:34]([CH3:37])([CH3:36])[CH3:35])[N:19]([C:39]([NH:46][NH2:51])=[S:40])[N:18]=[C:17]([C:20]3[CH:25]=[C:24]([F:26])[CH:23]=[CH:22][C:21]=3[F:27])[S:16]2)[CH:12]=[CH:13][CH:14]=1)([C:4]([CH3:6])([CH3:7])[CH3:5])([CH3:3])[CH3:2], predict the reactants needed to synthesize it. The reactants are: [Si:1]([O:8][C:9]1[CH:10]=[C:11]([C:15]2([CH2:28][CH2:29][CH2:30][NH:31][C:32](=[O:38])[O:33][C:34]([CH3:37])([CH3:36])[CH3:35])[NH:19][N:18]=[C:17]([C:20]3[CH:25]=[C:24]([F:26])[CH:23]=[CH:22][C:21]=3[F:27])[S:16]2)[CH:12]=[CH:13][CH:14]=1)([C:4]([CH3:7])([CH3:6])[CH3:5])([CH3:3])[CH3:2].[C:39]([N:46]1C=CN=C1)(N1C=CN=C1)=[S:40].[NH2:51]N. (3) Given the product [F:1][C:2]([F:15])([F:14])[S:3]([O:6][C:17]1[C:47]2[C:42](=[CH:43][CH:44]=[CH:45][CH:46]=2)[CH:20]2[O:21][CH2:22][C:23]([C:36]3[CH:41]=[CH:40][CH:39]=[CH:38][CH:37]=3)([C:25]3[CH:30]=[CH:29][C:28]([N:31]4[CH2:35][CH2:34][CH2:33][CH2:32]4)=[CH:27][CH:26]=3)[CH:24]=[C:19]2[C:18]=1[C:48]([O:50][CH3:51])=[O:49])(=[O:5])=[O:4], predict the reactants needed to synthesize it. The reactants are: [F:1][C:2]([F:15])([F:14])[S:3]([O:6]S(C(F)(F)F)(=O)=O)(=[O:5])=[O:4].O[C:17]1[C:47]2[C:42](=[CH:43][CH:44]=[CH:45][CH:46]=2)[CH:20]2[O:21][CH2:22][C:23]([C:36]3[CH:41]=[CH:40][CH:39]=[CH:38][CH:37]=3)([C:25]3[CH:30]=[CH:29][C:28]([N:31]4[CH2:35][CH2:34][CH2:33][CH2:32]4)=[CH:27][CH:26]=3)[CH:24]=[C:19]2[C:18]=1[C:48]([O:50][CH3:51])=[O:49].N1C=CC=CC=1. (4) Given the product [OH:36][C@H:35]1[CH2:37][O:38][CH2:39][C@H:34]1[O:33][C@H:32]1[CH2:40][CH2:41][C@H:29]([N:3]2[C:2](=[O:1])[C:7]([CH2:8][C:9]3[CH:10]=[CH:11][C:12]([C:15]4[CH:20]=[CH:19][CH:18]=[CH:17][C:16]=4[C:21]4[NH:22][C:68](=[O:71])[O:69][N:67]=4)=[CH:13][CH:14]=3)=[C:6]([CH2:23][CH2:24][CH3:25])[N:5]3[N:26]=[CH:27][N:28]=[C:4]23)[CH2:30][CH2:31]1, predict the reactants needed to synthesize it. The reactants are: [O:1]=[C:2]1[C:7]([CH2:8][C:9]2[CH:14]=[CH:13][C:12]([C:15]3[C:16]([C:21]#[N:22])=[CH:17][CH:18]=[CH:19][CH:20]=3)=[CH:11][CH:10]=2)=[C:6]([CH2:23][CH2:24][CH3:25])[N:5]2[N:26]=[CH:27][N:28]=[C:4]2[N:3]1[CH:29]1[CH2:41][CH2:40][C:32]2([O:36][C@H:35]3[CH2:37][O:38][CH2:39][C@H:34]3[O:33]2)[CH2:31][CH2:30]1.FC(F)(F)S(O[Si](C(C)(C)C)(C)C)(=O)=O.N1C(C)=CC=CC=1C.[Cl-].O[NH3+:67].[C:68](=[O:71])([O-])[OH:69].[Na+].